Task: Predict the reaction yield, written as a fraction of the theoretical maximum amount of product (1.0 means a 100% yield; for example, 0.34 means a 34% yield).. Dataset: Reaction yield outcomes from USPTO patents with 853,638 reactions (1) The reactants are [CH:1]1([CH:7]([C:18]2[CH:22]=[C:21]([C:23]3[CH:28]=[CH:27][C:26]([F:29])=[CH:25][CH:24]=3)[O:20][C:19]=2[CH3:30])[O:8][C:9]2[CH:17]=[CH:16][C:12]([C:13](O)=[O:14])=[CH:11][CH:10]=2)[CH2:6][CH2:5][CH2:4][CH2:3][CH2:2]1.[CH3:31][NH:32][CH2:33][CH2:34][C:35]([O:37]CC)=[O:36]. No catalyst specified. The product is [CH:1]1([CH:7]([C:18]2[CH:22]=[C:21]([C:23]3[CH:28]=[CH:27][C:26]([F:29])=[CH:25][CH:24]=3)[O:20][C:19]=2[CH3:30])[O:8][C:9]2[CH:17]=[CH:16][C:12]([C:13]([N:32]([CH3:31])[CH2:33][CH2:34][C:35]([OH:37])=[O:36])=[O:14])=[CH:11][CH:10]=2)[CH2:6][CH2:5][CH2:4][CH2:3][CH2:2]1. The yield is 0.820. (2) The reactants are [CH3:1][C:2]1([CH3:19])[C:6]([CH3:8])([CH3:7])[O:5][B:4]([C:9]2[CH:14]=[CH:13][C:12]([CH2:15][C:16]([OH:18])=O)=[CH:11][CH:10]=2)[O:3]1.[NH:20]1[CH2:25][CH2:24][O:23][CH2:22][CH2:21]1. No catalyst specified. The product is [CH3:1][C:2]1([CH3:19])[C:6]([CH3:8])([CH3:7])[O:5][B:4]([C:9]2[CH:10]=[CH:11][C:12]([CH2:15][C:16]([N:20]3[CH2:25][CH2:24][O:23][CH2:22][CH2:21]3)=[O:18])=[CH:13][CH:14]=2)[O:3]1. The yield is 0.350. (3) The reactants are [Cl:1][C:2]1[CH:3]=[C:4]([N:8]2[C:13](=[O:14])[C:12]([OH:15])=[C:11]([C:16]3[CH:21]=[CH:20][C:19]([S:22]([CH3:25])(=[O:24])=[O:23])=[CH:18][CH:17]=3)[CH:10]=[N:9]2)[CH:5]=[CH:6][CH:7]=1.[CH2:26](Cl)[C:27]1[CH:32]=[CH:31][CH:30]=[CH:29][CH:28]=1. The catalyst is CN(C=O)C. The product is [Cl:1][C:2]1[CH:3]=[C:4]([N:8]2[C:13](=[O:14])[C:12]([O:15][CH2:26][C:27]3[CH:32]=[CH:31][CH:30]=[CH:29][CH:28]=3)=[C:11]([C:16]3[CH:21]=[CH:20][C:19]([S:22]([CH3:25])(=[O:24])=[O:23])=[CH:18][CH:17]=3)[CH:10]=[N:9]2)[CH:5]=[CH:6][CH:7]=1. The yield is 0.760. (4) The reactants are Br[C:2]1[CH:3]=[C:4]([C:8]2[CH:13]=[CH:12][CH:11]=[CH:10][CH:9]=2)[CH:5]=[CH:6][CH:7]=1.[O:14]1CCC[CH2:15]1.C([Li])CCC.CN(C)C=O. The catalyst is O. The product is [C:8]1([C:4]2[CH:3]=[C:2]([CH:7]=[CH:6][CH:5]=2)[CH:15]=[O:14])[CH:9]=[CH:10][CH:11]=[CH:12][CH:13]=1. The yield is 0.790. (5) The yield is 0.850. The reactants are N[C:2]1[CH:9]=[C:8]([C:10]([F:13])([F:12])[F:11])[C:7]([O:14][CH2:15][CH3:16])=[CH:6][C:3]=1[C:4]#[N:5].N(OCCC(C)C)=O. The catalyst is C1COCC1.C([O-])(O)=O.[Na+]. The product is [CH2:15]([O:14][C:7]1[CH:6]=[C:3]([CH:2]=[CH:9][C:8]=1[C:10]([F:11])([F:12])[F:13])[C:4]#[N:5])[CH3:16]. (6) The reactants are [H-].[Na+].[C:3]1([OH:9])[CH:8]=[CH:7][CH:6]=[CH:5][CH:4]=1.[CH3:10][O:11][C:12]([C:14]1[CH:19]=[CH:18][N:17]=[C:16](S(C)(=O)=O)[N:15]=1)=[O:13]. The catalyst is C1COCC1. The product is [CH3:10][O:11][C:12]([C:14]1[CH:19]=[CH:18][N:17]=[C:16]([O:9][C:3]2[CH:8]=[CH:7][CH:6]=[CH:5][CH:4]=2)[N:15]=1)=[O:13]. The yield is 0.250. (7) The product is [CH2:1]([O:3][C:4]([C:6]1[N:7]([C@H:33]([CH3:35])[CH2:34][NH:30][C:28]([O:27][C:23]([CH3:26])([CH3:25])[CH3:24])=[O:29])[C:8]2[C:13]([CH:14]=1)=[CH:12][C:11]([O:15][Si:16]([C:19]([CH3:21])([CH3:20])[CH3:22])([CH3:18])[CH3:17])=[CH:10][CH:9]=2)=[O:5])[CH3:2]. The reactants are [CH2:1]([O:3][C:4]([C:6]1[NH:7][C:8]2[C:13]([CH:14]=1)=[CH:12][C:11]([O:15][Si:16]([C:19]([CH3:22])([CH3:21])[CH3:20])([CH3:18])[CH3:17])=[CH:10][CH:9]=2)=[O:5])[CH3:2].[C:23]([O:27][C:28]([N:30]1[CH2:34][C@H:33]([CH3:35])OS1(=O)=O)=[O:29])([CH3:26])([CH3:25])[CH3:24].CC(C)([O-])C.[K+]. The yield is 0.980. No catalyst specified.